Task: Predict the product of the given reaction.. Dataset: Forward reaction prediction with 1.9M reactions from USPTO patents (1976-2016) (1) Given the reactants [C:1]([N:4]1[CH2:9][CH2:8][CH:7]([CH2:10][C:11]([NH:13][C:14]2[CH:19]=[CH:18][C:17](Br)=[CH:16][CH:15]=2)=[O:12])[CH2:6][CH2:5]1)(=[O:3])[CH3:2].[F:21][C:22]1[CH:27]=[CH:26][C:25]([F:28])=[CH:24][C:23]=1B(O)O, predict the reaction product. The product is: [C:1]([N:4]1[CH2:9][CH2:8][CH:7]([CH2:10][C:11]([NH:13][C:14]2[CH:19]=[CH:18][C:17]([C:26]3[CH:27]=[C:22]([F:21])[CH:23]=[CH:24][C:25]=3[F:28])=[CH:16][CH:15]=2)=[O:12])[CH2:6][CH2:5]1)(=[O:3])[CH3:2]. (2) Given the reactants [C:1]([O:5][C:6]([N:8]1[CH2:11][CH:10]([O:12][C:13]2[CH:14]=[C:15]3[C:24](=[CH:25][C:26]=2Br)[O:23][CH2:22][C:21]2[N:16]3[CH:17]([CH3:29])[C:18](=[O:28])[NH:19][N:20]=2)[CH2:9]1)=[O:7])([CH3:4])([CH3:3])[CH3:2].[CH:30]1(B(O)O)[CH2:32][CH2:31]1.C([O-])([O-])=O.[K+].[K+].C(Cl)Cl, predict the reaction product. The product is: [C:1]([O:5][C:6]([N:8]1[CH2:11][CH:10]([O:12][C:13]2[CH:14]=[C:15]3[C:24](=[CH:25][C:26]=2[CH:30]2[CH2:32][CH2:31]2)[O:23][CH2:22][C:21]2[N:16]3[CH:17]([CH3:29])[C:18](=[O:28])[NH:19][N:20]=2)[CH2:9]1)=[O:7])([CH3:4])([CH3:3])[CH3:2]. (3) Given the reactants [NH2:1][C:2]1[CH:9]=[CH:8][C:7]([Br:10])=[CH:6][C:3]=1[CH:4]=O.[C:11]([C:14]1[S:18][C:17]([CH3:19])=[N:16][C:15]=1[CH3:20])(=O)[CH3:12].[OH-].[K+].C(O)C, predict the reaction product. The product is: [Br:10][C:7]1[CH:6]=[C:3]2[C:2](=[CH:9][CH:8]=1)[N:1]=[C:11]([C:14]1[S:18][C:17]([CH3:19])=[N:16][C:15]=1[CH3:20])[CH:12]=[CH:4]2. (4) Given the reactants Cl[C:2]1[N:11]=[CH:10][C:9]([Cl:12])=[CH:8][C:3]=1[C:4]([O:6][CH3:7])=[O:5].[F:13][C:14]1[CH:25]=[CH:24][C:17]([O:18][CH:19]2[CH2:23][CH2:22][NH:21][CH2:20]2)=[CH:16][CH:15]=1, predict the reaction product. The product is: [Cl:12][C:9]1[CH:10]=[N:11][C:2]([N:21]2[CH2:22][CH2:23][CH:19]([O:18][C:17]3[CH:24]=[CH:25][C:14]([F:13])=[CH:15][CH:16]=3)[CH2:20]2)=[C:3]([CH:8]=1)[C:4]([O:6][CH3:7])=[O:5].